From a dataset of Forward reaction prediction with 1.9M reactions from USPTO patents (1976-2016). Predict the product of the given reaction. (1) Given the reactants Cl[C:2]1[CH:3]=[C:4]([NH:9][C:10]2[N:15]=[C:14]([NH:16][CH2:17][CH2:18][NH:19]C(=O)C)[C:13]([N+:23]([O-:25])=[O:24])=[CH:12][N:11]=2)[CH:5]=[CH:6][C:7]=1[Cl:8].[CH3:26][S:27](Cl)(=[O:29])=[O:28].C(N(CC)CC)C, predict the reaction product. The product is: [Cl:8][C:7]1[CH:6]=[CH:5][C:4]([NH:9][C:10]2[N:15]=[C:14]([NH:16][CH2:17][CH2:18][NH:19][S:27]([CH3:26])(=[O:29])=[O:28])[C:13]([N+:23]([O-:25])=[O:24])=[CH:12][N:11]=2)=[CH:3][CH:2]=1. (2) Given the reactants [H-].[Na+].[Br:3][C:4]1[CH:5]=[C:6]2[C:10](=[CH:11][CH:12]=1)[NH:9][CH:8]=[CH:7]2.[H][H].I[CH2:16][CH3:17], predict the reaction product. The product is: [Br:3][C:4]1[CH:5]=[C:6]2[C:10](=[CH:11][CH:12]=1)[N:9]([CH2:16][CH3:17])[CH:8]=[CH:7]2. (3) Given the reactants [Br:1][C:2]1[N:10]([CH2:11][C:12]2[CH:17]=[CH:16][C:15]([F:18])=[CH:14][CH:13]=2)[C:9]2[C:8](=[O:19])[N:7]([CH2:20][CH2:21][CH2:22][O:23]C3CCCCO3)[C:6](=[O:30])[N:5]([CH3:31])[C:4]=2[N:3]=1.Cl, predict the reaction product. The product is: [Br:1][C:2]1[N:10]([CH2:11][C:12]2[CH:13]=[CH:14][C:15]([F:18])=[CH:16][CH:17]=2)[C:9]2[C:8](=[O:19])[N:7]([CH2:20][CH2:21][CH2:22][OH:23])[C:6](=[O:30])[N:5]([CH3:31])[C:4]=2[N:3]=1. (4) Given the reactants [F:1][C:2]1[CH:7]=[CH:6][C:5]([CH2:8][O:9][C:10]2[CH:24]=[CH:23][C:22]([CH:25]=[O:26])=[CH:21][C:11]=2[C:12]([NH:14][C:15]2[CH:16]=[N:17][CH:18]=[CH:19][CH:20]=2)=[O:13])=[CH:4][CH:3]=1.[Mn]([O-])(=O)(=O)=[O:28].[K+], predict the reaction product. The product is: [F:1][C:2]1[CH:7]=[CH:6][C:5]([CH2:8][O:9][C:10]2[CH:24]=[CH:23][C:22]([C:25]([OH:28])=[O:26])=[CH:21][C:11]=2[C:12]([NH:14][C:15]2[CH:16]=[N:17][CH:18]=[CH:19][CH:20]=2)=[O:13])=[CH:4][CH:3]=1. (5) The product is: [N:29]([C@H:26]1[CH2:27][CH2:28][N:23]([CH2:22][CH2:21][N:7]2[C:8]3[C:3](=[C:2]([F:1])[CH:11]=[C:10]([F:12])[CH:9]=3)[CH:4]=[CH:5][C:6]2=[O:13])[CH2:24][C@H:25]1[OH:32])=[N+:30]=[N-:31]. Given the reactants [F:1][C:2]1[CH:11]=[C:10]([F:12])[CH:9]=[C:8]2[C:3]=1[CH:4]=[CH:5][C:6](=[O:13])[NH:7]2.[H-].[Na+].CS(O[CH2:21][CH2:22][N:23]1[CH2:28][CH2:27][C@H:26]([N:29]=[N+:30]=[N-:31])[C@H:25]([OH:32])[CH2:24]1)(=O)=O.FC1C(F)=C2C(C=CC(=O)N2CCN2CCC(NC(=O)OC(C)(C)C)CC2)=CC=1.C(=O)([O-])[O-].[K+].[K+], predict the reaction product. (6) Given the reactants [OH:1][C:2]1[CH:19]=[CH:18][C:5]2[CH:6]=[C:7]([C:10]3[CH:15]=[CH:14][C:13]([O:16]C)=[CH:12][CH:11]=3)[CH2:8][O:9][C:4]=2[CH:3]=1.B(Cl)(Cl)Cl, predict the reaction product. The product is: [CH:11]1[C:10]([C@H:7]2[CH2:8][O:9][C:4]3[CH:3]=[C:2]([OH:1])[CH:19]=[CH:18][C:5]=3[CH2:6]2)=[CH:15][CH:14]=[C:13]([OH:16])[CH:12]=1.